This data is from Catalyst prediction with 721,799 reactions and 888 catalyst types from USPTO. The task is: Predict which catalyst facilitates the given reaction. (1) Reactant: Cl[C:2]1[CH:7]=[C:6]([CH2:8][OH:9])[CH:5]=[CH:4][N:3]=1.[CH3:10][NH2:11]. Product: [OH:9][CH2:8][C:6]1[CH:5]=[CH:4][N:3]=[C:2]([NH:11][CH3:10])[CH:7]=1. The catalyst class is: 8. (2) Reactant: C(O[C:4](=[O:11])[CH2:5][C:6](=O)[CH2:7][CH2:8][CH3:9])C.[C:12]1([NH:18][C:19]([NH:21][C:22]([NH2:24])=[NH:23])=[NH:20])[CH:17]=[CH:16][CH:15]=[CH:14][CH:13]=1. Product: [O:11]=[C:4]1[NH:24][C:22]([NH:21][C:19]([NH:18][C:12]2[CH:17]=[CH:16][CH:15]=[CH:14][CH:13]=2)=[NH:20])=[N:23][C:6]([CH2:7][CH2:8][CH3:9])=[CH:5]1. The catalyst class is: 8. (3) Reactant: Cl[CH2:2][C:3]([NH:5][C:6]1[CH:16]=[CH:15][C:9]2[NH:10][C:11](=[O:14])[CH2:12][O:13][C:8]=2[CH:7]=1)=[O:4].[O:17]([CH:24]1[CH2:29][CH2:28][NH:27][CH2:26][CH2:25]1)[C:18]1[CH:23]=[CH:22][CH:21]=[CH:20][CH:19]=1. Product: [O:17]([CH:24]1[CH2:29][CH2:28][N:27]([CH2:2][C:3]([NH:5][C:6]2[CH:16]=[CH:15][C:9]3[NH:10][C:11](=[O:14])[CH2:12][O:13][C:8]=3[CH:7]=2)=[O:4])[CH2:26][CH2:25]1)[C:18]1[CH:19]=[CH:20][CH:21]=[CH:22][CH:23]=1. The catalyst class is: 27. (4) Reactant: [NH2:1][C:2]1[C:11]2=[CH:12][N:13]([CH:15]3[C:19]([OH:21])([CH3:20])[CH:18]([OH:22])[CH:17]([C:23]([CH3:31])([CH3:30])[O:24][SiH2:25][C:26]([CH3:29])([CH3:28])[CH3:27])[O:16]3)[N:14]=[C:9]3[C:10]2=[C:4]([C:5](=[O:32])[NH:6][N:7]=[CH:8]3)[CH:3]=1.C1CCC(N=C=NC2CCCCC2)CC1.[C:48]([NH:58][C@H:59]([C:63](O)=[O:64])[CH:60]([CH3:62])[CH3:61])([O:50][CH2:51][C:52]1[CH:57]=[CH:56][CH:55]=[CH:54][CH:53]=1)=[O:49]. The catalyst class is: 239. Product: [NH2:1][C:2]1[C:11]2=[CH:12][N:13]([CH:15]3[O:16][CH:17]([C:23]([CH3:31])([CH3:30])[O:24][SiH2:25][C:26]([CH3:29])([CH3:28])[CH3:27])[CH:18]([O:22][C:63](=[O:64])[CH:59]([NH:58][C:48]([O:50][CH2:51][C:52]4[CH:53]=[CH:54][CH:55]=[CH:56][CH:57]=4)=[O:49])[CH:60]([CH3:62])[CH3:61])[C:19]3([OH:21])[CH3:20])[N:14]=[C:9]3[C:10]2=[C:4]([C:5](=[O:32])[NH:6][N:7]=[CH:8]3)[CH:3]=1. (5) Reactant: [O:1]([CH2:8][C:9]1[CH:16]=[CH:15][C:12]([CH:13]=O)=[CH:11][CH:10]=1)[C:2]1[CH:7]=[CH:6][CH:5]=[CH:4][CH:3]=1.[NH2:17][C:18]1[CH:19]=[CH:20][C:21]([CH:25]2[CH2:30][CH2:29][N:28]([C:31]([O:33][C:34]([CH3:37])([CH3:36])[CH3:35])=[O:32])[CH2:27][CH2:26]2)=[N:22][C:23]=1[NH2:24].C(OI(C1C=CC=CC=1)OC(=O)C)(=O)C. Product: [O:1]([CH2:8][C:9]1[CH:16]=[CH:15][C:12]([C:13]2[NH:24][C:23]3=[N:22][C:21]([CH:25]4[CH2:30][CH2:29][N:28]([C:31]([O:33][C:34]([CH3:36])([CH3:35])[CH3:37])=[O:32])[CH2:27][CH2:26]4)=[CH:20][CH:19]=[C:18]3[N:17]=2)=[CH:11][CH:10]=1)[C:2]1[CH:7]=[CH:6][CH:5]=[CH:4][CH:3]=1. The catalyst class is: 5. (6) Reactant: [Cl:1][C:2]1[N:7]=[C:6]([CH2:8][NH:9][CH:10]2[CH2:12][CH2:11]2)[CH:5]=[CH:4][N:3]=1.CCN(C(C)C)C(C)C.[CH3:22][S:23](Cl)(=[O:25])=[O:24].O. Product: [Cl:1][C:2]1[N:7]=[C:6]([CH2:8][N:9]([CH:10]2[CH2:11][CH2:12]2)[S:23]([CH3:22])(=[O:25])=[O:24])[CH:5]=[CH:4][N:3]=1. The catalyst class is: 2. (7) Reactant: [Si]([O:18][CH2:19][C:20]1[CH:21]=[C:22]([O:36][CH:37]([F:39])[F:38])[C:23](=[O:35])[N:24]([CH2:26][C:27]2[CH:32]=[CH:31][C:30]([O:33][CH3:34])=[CH:29][CH:28]=2)[N:25]=1)(C(C)(C)C)(C1C=CC=CC=1)C1C=CC=CC=1.CCCC[N+](CCCC)(CCCC)CCCC.[F-]. Product: [F:39][CH:37]([F:38])[O:36][C:22]1[C:23](=[O:35])[N:24]([CH2:26][C:27]2[CH:32]=[CH:31][C:30]([O:33][CH3:34])=[CH:29][CH:28]=2)[N:25]=[C:20]([CH2:19][OH:18])[CH:21]=1. The catalyst class is: 1. (8) Reactant: OC(C(F)(F)F)=O.[N:8]1[CH:9]=[C:10]([C:17]#[C:18][C:19]2[CH:20]=[C:21]([NH2:26])[CH:22]=[CH:23][C:24]=2[CH3:25])[N:11]2[C:16]=1[CH:15]=[CH:14][CH:13]=[N:12]2.[F:27][C:28]1[CH:33]=[CH:32][C:31]([C:34]2[NH:38][C:37]([S:39]([CH3:42])(=[O:41])=[O:40])=[N:36][C:35]=2[C:43](O)=[O:44])=[CH:30][CH:29]=1.CN(C(ON1N=NC2C=CC=NC1=2)=[N+](C)C)C.F[P-](F)(F)(F)(F)F.CCN(C(C)C)C(C)C. Product: [F:27][C:28]1[CH:29]=[CH:30][C:31]([C:34]2[NH:38][C:37]([S:39]([CH3:42])(=[O:41])=[O:40])=[N:36][C:35]=2[C:43]([NH:26][C:21]2[CH:22]=[CH:23][C:24]([CH3:25])=[C:19]([C:18]#[C:17][C:10]3[N:11]4[N:12]=[CH:13][CH:14]=[CH:15][C:16]4=[N:8][CH:9]=3)[CH:20]=2)=[O:44])=[CH:32][CH:33]=1. The catalyst class is: 18.